This data is from HIV replication inhibition screening data with 41,000+ compounds from the AIDS Antiviral Screen. The task is: Binary Classification. Given a drug SMILES string, predict its activity (active/inactive) in a high-throughput screening assay against a specified biological target. (1) The compound is COc1ccccc1NC(=O)CC(=O)n1nc(C)c(N=Nc2ccccc2C(=O)O)c1C. The result is 0 (inactive). (2) The drug is CCOC(=O)C1C(=O)CC2c3nc4ccccc4cc3CN2C1=O. The result is 0 (inactive). (3) The compound is COP(=O)(OC)C(=Cc1cn(C(c2ccccc2)(c2ccccc2)c2ccccc2)cn1)NC=O. The result is 0 (inactive). (4) The result is 0 (inactive). The drug is O=C1CSC(c2ccccc2O)N1c1ccc(-c2ccc(-n3c(-c4ccccc4)nc4ccccc4c3=O)cc2)cc1. (5) The drug is O=C1CC=CN1CCn1c(=S)[nH]c2ccccc21. The result is 0 (inactive). (6) The molecule is COC1C=COC2(C)Oc3c(C)c(O)c4c(O)c(c(C=NN5CCCN(Cc6ccccc6)CC5)c(O)c4c3C2=O)NC(=O)C(C)=CC=CC(C)C(O)C(C)C(O)C(C)C(OC(C)=O)C1C. The result is 0 (inactive). (7) The drug is CN(C(=O)C(Cc1ccccc1)NC(=O)OC(C)(C)C)C1(C(=O)NC(Cc2ccccc2)C(=O)OCc2ccccc2)CCCC1. The result is 0 (inactive).